Dataset: Full USPTO retrosynthesis dataset with 1.9M reactions from patents (1976-2016). Task: Predict the reactants needed to synthesize the given product. Given the product [NH2:13][C:10]1[CH:9]=[CH:8][C:7]([C:2]([CH3:6])([CH3:1])[C:3]([OH:5])=[O:4])=[CH:12][CH:11]=1, predict the reactants needed to synthesize it. The reactants are: [CH3:1][C:2]([C:7]1[CH:12]=[CH:11][C:10]([N+:13]([O-])=O)=[CH:9][CH:8]=1)([CH3:6])[C:3]([OH:5])=[O:4].